From a dataset of Catalyst prediction with 721,799 reactions and 888 catalyst types from USPTO. Predict which catalyst facilitates the given reaction. (1) Reactant: [Br:1][C:2]1[CH:10]=[C:9]2[C:5]([CH2:6][C:7]3([CH2:27][CH2:26][CH:25]([O:28][CH3:29])[CH2:24][CH2:23]3)[C:8]2([NH:16][S:17]([C:19]([CH3:22])([CH3:21])[CH3:20])=[O:18])[C:11]([O:13][CH2:14][CH3:15])=C)=[CH:4][CH:3]=1.C(OC([O-])=O)(OC(C)(C)C)=[O:31]. Product: [Br:1][C:2]1[CH:10]=[C:9]2[C:5]([CH2:6][C:7]3([CH2:27][CH2:26][CH:25]([O:28][CH3:29])[CH2:24][CH2:23]3)[C:8]2([NH:16][S:17]([C:19]([CH3:21])([CH3:22])[CH3:20])=[O:18])[C:11]([O:13][CH2:14][CH3:15])=[O:31])=[CH:4][CH:3]=1. The catalyst class is: 251. (2) Reactant: FC(F)(F)C(O)=O.[NH2:8][CH2:9][C:10]1[N:15]=[C:14]([C:16]2[S:17][C:18]3[CH:26]=[CH:25][CH:24]=[CH:23][C:19]=3[C:20](=[O:22])[N:21]=2)[CH:13]=[CH:12][CH:11]=1.[C:27]1([S:33](Cl)(=[O:35])=[O:34])[CH:32]=[CH:31][CH:30]=[CH:29][CH:28]=1.C(=O)([O-])O.[Na+]. Product: [O:22]=[C:20]1[C:19]2[CH:23]=[CH:24][CH:25]=[CH:26][C:18]=2[S:17][C:16]([C:14]2[N:15]=[C:10]([CH2:9][NH:8][S:33]([C:27]3[CH:32]=[CH:31][CH:30]=[CH:29][CH:28]=3)(=[O:35])=[O:34])[CH:11]=[CH:12][CH:13]=2)=[N:21]1. The catalyst class is: 84. (3) The catalyst class is: 7. Reactant: [N:1]([CH:4]1[CH2:8][N:7]([C:9](=[O:27])[CH2:10][CH2:11][C:12]2[CH:17]=[CH:16][C:15]([CH2:18][NH:19][C:20]([O:22][C:23]([CH3:26])([CH3:25])[CH3:24])=[O:21])=[CH:14][CH:13]=2)[C@H:6]([C:28]([O:30][CH2:31][C:32]2[CH:37]=[CH:36][CH:35]=[CH:34][CH:33]=2)=[O:29])[CH2:5]1)=[N+]=[N-].C1(P(C2C=CC=CC=2)C2C=CC=CC=2)C=CC=CC=1.O.Cl. Product: [NH2:1][CH:4]1[CH2:8][N:7]([C:9](=[O:27])[CH2:10][CH2:11][C:12]2[CH:13]=[CH:14][C:15]([CH2:18][NH:19][C:20]([O:22][C:23]([CH3:26])([CH3:24])[CH3:25])=[O:21])=[CH:16][CH:17]=2)[C@H:6]([C:28]([O:30][CH2:31][C:32]2[CH:37]=[CH:36][CH:35]=[CH:34][CH:33]=2)=[O:29])[CH2:5]1. (4) Reactant: [NH2:1][CH2:2][C:3]1[CH:8]=[CH:7][C:6]([C:9]2[N:14]=[C:13]([CH2:15][CH2:16][CH2:17][N:18]([CH2:22][CH2:23][CH3:24])[CH2:19][CH2:20][CH3:21])[CH:12]=[CH:11][CH:10]=2)=[CH:5][CH:4]=1.[NH:25]1[CH:29]=[CH:28][N:27]=[C:26]1[CH:30]=O.C(OC)(OC)OC.[BH4-].[Na+]. Product: [NH:25]1[CH:29]=[CH:28][N:27]=[C:26]1[CH2:30][NH:1][CH2:2][C:3]1[CH:8]=[CH:7][C:6]([C:9]2[N:14]=[C:13]([CH2:15][CH2:16][CH2:17][N:18]([CH2:22][CH2:23][CH3:24])[CH2:19][CH2:20][CH3:21])[CH:12]=[CH:11][CH:10]=2)=[CH:5][CH:4]=1. The catalyst class is: 5. (5) Reactant: [Cl:1][C:2]1[C:3]([CH2:14][N:15]([CH:48]2[CH2:50][CH2:49]2)[C:16](=[O:47])[CH:17]([CH2:27][C:28]2[CH:33]=[CH:32][C:31]([O:34][CH2:35][CH2:36][O:37][C:38]3[C:43]([Cl:44])=[CH:42][C:41]([CH3:45])=[CH:40][C:39]=3[Cl:46])=[CH:30][CH:29]=2)[CH2:18][NH:19]C(=O)OC(C)(C)C)=[CH:4][C:5]([CH2:9][CH2:10][CH2:11][O:12][CH3:13])=[N+:6]([O-:8])[CH:7]=1.Cl. Product: [NH2:19][CH2:18][CH:17]([CH2:27][C:28]1[CH:33]=[CH:32][C:31]([O:34][CH2:35][CH2:36][O:37][C:38]2[C:43]([Cl:44])=[CH:42][C:41]([CH3:45])=[CH:40][C:39]=2[Cl:46])=[CH:30][CH:29]=1)[C:16]([N:15]([CH2:14][C:3]1[C:2]([Cl:1])=[CH:7][N+:6]([O-:8])=[C:5]([CH2:9][CH2:10][CH2:11][O:12][CH3:13])[CH:4]=1)[CH:48]1[CH2:50][CH2:49]1)=[O:47]. The catalyst class is: 2.